This data is from HIV replication inhibition screening data with 41,000+ compounds from the AIDS Antiviral Screen. The task is: Binary Classification. Given a drug SMILES string, predict its activity (active/inactive) in a high-throughput screening assay against a specified biological target. (1) The result is 0 (inactive). The molecule is c1cc(CSP234N5CCN2CCN3CCN4CC5)ccc1CSP123N4CCN1CCN2CCN3CC4. (2) The drug is CCOC(=O)C1=C(O)c2c(sc(C)c2C)N(S(=O)(=O)c2ccc(C)cc2)CC1. The result is 0 (inactive). (3) The drug is O=C(OCCN=c1c2ccccc2ccc2ccccc12)c1cc([N+](=O)[O-])cc([N+](=O)[O-])c1. The result is 0 (inactive).